This data is from Forward reaction prediction with 1.9M reactions from USPTO patents (1976-2016). The task is: Predict the product of the given reaction. (1) Given the reactants [C:1]([O:5][C:6]([N:8]1[CH2:12][C@H:11]([F:13])[CH2:10][C@H:9]1[C:14]([OH:16])=O)=[O:7])([CH3:4])([CH3:3])[CH3:2].ClC(N(C)C)=C(C)C.[Br:25][C:26]1[N:31]=[C:30]([NH2:32])[CH:29]=[CH:28][CH:27]=1.CCN(C(C)C)C(C)C, predict the reaction product. The product is: [Br:25][C:26]1[N:31]=[C:30]([NH:32][C:14]([C@@H:9]2[CH2:10][C@@H:11]([F:13])[CH2:12][N:8]2[C:6]([O:5][C:1]([CH3:2])([CH3:3])[CH3:4])=[O:7])=[O:16])[CH:29]=[CH:28][CH:27]=1. (2) Given the reactants Cl[C:2]1[N:10]=[C:9]2[C:5]([N:6]=[C:7]([CH2:13][N:14]3[CH2:19][CH2:18][CH:17]([N:20]4[CH2:24][CH2:23][CH2:22][C:21]4=[O:25])[CH2:16][CH2:15]3)[N:8]2[CH2:11][CH3:12])=[C:4]([N:26]2[CH2:31][CH2:30][O:29][CH2:28][CH2:27]2)[N:3]=1.[Si]([N:39]1[C:47]2[C:42](=[C:43](B(O)O)[C:44]([F:48])=[CH:45][CH:46]=2)[CH:41]=[CH:40]1)(C(C)(C)C)(C)C.C(=O)([O-])[O-].[Cs+].[Cs+], predict the reaction product. The product is: [CH2:11]([N:8]1[C:7]([CH2:13][N:14]2[CH2:19][CH2:18][CH:17]([N:20]3[CH2:24][CH2:23][CH2:22][C:21]3=[O:25])[CH2:16][CH2:15]2)=[N:6][C:5]2[C:9]1=[N:10][C:2]([N:39]1[C:47]3[C:42](=[CH:43][C:44]([F:48])=[CH:45][CH:46]=3)[CH:41]=[CH:40]1)=[N:3][C:4]=2[N:26]1[CH2:27][CH2:28][O:29][CH2:30][CH2:31]1)[CH3:12]. (3) Given the reactants [C:1]([OH:13])(=[O:12])[CH2:2][C:3]([CH2:8][C:9]([OH:11])=[O:10])([C:5]([OH:7])=[O:6])[OH:4].[C:14](=O)([OH:16])[O-:15].[Na+:18].O, predict the reaction product. The product is: [C:1]([O-:13])(=[O:12])[CH2:2][C:3]([CH2:8][C:9]([O-:11])=[O:10])([C:5]([O-:7])=[O:6])[OH:4].[Na+:18].[Na+:18].[Na+:18].[C:14](=[O:16])=[O:15]. (4) Given the reactants C(O[C:6]([N:8]([CH2:10][C:11]1[CH:12]=[C:13]([C:28]2[CH:33]=[CH:32][CH:31]=[CH:30][CH:29]=2)[N:14]([S:16]([C:19]2[CH:27]=[CH:26][CH:25]=[CH:24][C:20]=2[C:21]([OH:23])=[O:22])(=[O:18])=[O:17])[CH:15]=1)C)=O)(C)(C)C.C(OCC)(=O)C.[ClH:40].CO, predict the reaction product. The product is: [ClH:40].[CH3:6][NH:8][CH2:10][C:11]1[CH:12]=[C:13]([C:28]2[CH:33]=[CH:32][CH:31]=[CH:30][CH:29]=2)[N:14]([S:16]([C:19]2[CH:27]=[CH:26][CH:25]=[CH:24][C:20]=2[C:21]([OH:23])=[O:22])(=[O:18])=[O:17])[CH:15]=1.